From a dataset of Forward reaction prediction with 1.9M reactions from USPTO patents (1976-2016). Predict the product of the given reaction. (1) Given the reactants [Cl:1][C:2]1[C:3](I)=[N:4][CH:5]=[C:6]([C:8]([F:11])([F:10])[F:9])[CH:7]=1.C([Li])CCC.[CH2:18]([Sn:22](Cl)([CH2:27][CH2:28][CH2:29][CH3:30])[CH2:23][CH2:24][CH2:25][CH3:26])[CH2:19][CH2:20][CH3:21].[NH4+].[Cl-], predict the reaction product. The product is: [CH2:27]([Sn:22]([CH2:18][CH2:19][CH2:20][CH3:21])([CH2:23][CH2:24][CH2:25][CH3:26])[C:3]1[C:2]([Cl:1])=[CH:7][C:6]([C:8]([F:11])([F:10])[F:9])=[CH:5][N:4]=1)[CH2:28][CH2:29][CH3:30]. (2) Given the reactants C([NH:5][S:6]([C:9]1[CH:14]=[CH:13][CH:12]=[C:11]([C:15]2[N:20]=[C:19]([NH:21][C:22]3[CH:26]=[C:25]([CH:27]4[CH2:29][CH2:28]4)[NH:24][N:23]=3)[C:18]([CH2:30][O:31][Si](C(C)(C)C)(C)C)=[CH:17][N:16]=2)[CH:10]=1)(=[O:8])=[O:7])(C)(C)C.B(Cl)(Cl)Cl.C(Cl)Cl.O, predict the reaction product. The product is: [CH:27]1([C:25]2[NH:24][N:23]=[C:22]([NH:21][C:19]3[C:18]([CH2:30][OH:31])=[CH:17][N:16]=[C:15]([C:11]4[CH:10]=[C:9]([S:6]([NH2:5])(=[O:7])=[O:8])[CH:14]=[CH:13][CH:12]=4)[N:20]=3)[CH:26]=2)[CH2:28][CH2:29]1. (3) Given the reactants F[C:2]1[CH:10]=[CH:9][CH:8]=[CH:7][C:3]=1[C:4](Cl)=[O:5].[F:11][C:12]([F:23])([F:22])C1C=CC=CC=1C(Cl)=O.[NH2:24][C:25]1[CH:26]=[C:27]([CH:38]=[CH:39][N:40]=1)[C:28]([NH:30][CH2:31][C:32]1[CH:37]=[CH:36][CH:35]=[CH:34][CH:33]=1)=[O:29], predict the reaction product. The product is: [CH2:31]([NH:30][C:28](=[O:29])[C:27]1[CH:38]=[CH:39][N:40]=[C:25]([NH:24][C:4](=[O:5])[C:3]2[CH:7]=[CH:8][CH:9]=[C:10]([C:12]([F:23])([F:22])[F:11])[CH:2]=2)[CH:26]=1)[C:32]1[CH:37]=[CH:36][CH:35]=[CH:34][CH:33]=1. (4) Given the reactants [Br:1]Br.[CH2:3]([C:5]1[CH:10]=[CH:9][CH:8]=[C:7]([CH3:11])[C:6]=1[OH:12])[CH3:4].OS([O-])=O.[Na+], predict the reaction product. The product is: [Br:1][C:9]1[CH:8]=[C:7]([CH3:11])[C:6]([OH:12])=[C:5]([CH2:3][CH3:4])[CH:10]=1. (5) Given the reactants [NH2:1][C:2]1[CH:7]=[CH:6][CH:5]=[CH:4]C=1.CC1(C)C2C(=C(P(C3C=CC=CC=3)C3C=CC=CC=3)C=CC=2)OC2C(P(C3C=CC=CC=3)C3C=CC=CC=3)=CC=CC1=2.[O-]P([O-])([O-])=O.[K+].[K+].[K+].BrC1C2[C:62](=[N:63]C=C([N+]([O-])=O)C=2)[N:61](COCC[Si](C)(C)C)[N:60]=1, predict the reaction product. The product is: [NH:61]1[C:62]2=[N:63][CH:4]=[CH:5][CH:6]=[C:7]2[C:2]([NH2:1])=[N:60]1. (6) The product is: [OH:1][C:2]1[CH:7]=[C:6]([OH:8])[CH:5]=[CH:4][C:3]=1[C:9](=[O:11])[CH:10]=[CH:21][C:20]1[CH:23]=[C:24]([CH3:25])[C:17]([C:15]([OH:16])=[O:14])=[C:18]([CH3:28])[C:19]=1[O:26][CH3:27]. Given the reactants [OH:1][C:2]1[CH:7]=[C:6]([OH:8])[CH:5]=[CH:4][C:3]=1[C:9](=[O:11])[CH3:10].C([O:14][C:15]([C:17]1[C:24]([CH3:25])=[CH:23][C:20]([CH:21]=O)=[C:19]([O:26][CH3:27])[C:18]=1[CH3:28])=[O:16])C, predict the reaction product. (7) Given the reactants C(=O)([O-])[O-].[Cs+].[Cs+].Br[C:8]1[CH:9]=[C:10]2[C:15](=[CH:16][CH:17]=1)[N:14]=[C:13]([CH3:18])[C:12]([S:19]([CH3:22])(=[O:21])=[O:20])=[C:11]2[C:23]1[CH:28]=[CH:27][C:26]([F:29])=[CH:25][CH:24]=1.[NH:30]1[CH2:35][CH2:34][O:33][CH2:32][CH2:31]1, predict the reaction product. The product is: [F:29][C:26]1[CH:27]=[CH:28][C:23]([C:11]2[C:10]3[C:15](=[CH:16][CH:17]=[C:8]([N:30]4[CH2:35][CH2:34][O:33][CH2:32][CH2:31]4)[CH:9]=3)[N:14]=[C:13]([CH3:18])[C:12]=2[S:19]([CH3:22])(=[O:21])=[O:20])=[CH:24][CH:25]=1. (8) Given the reactants [NH:1]1[CH:5]=[C:4]([C:6]2[CH:11]=[C:10]([C:12]3[N:13]=[N:14][N:15](CC4C=CC(OC)=CC=4)[C:16]=3[C:17]([F:20])([F:19])[F:18])[CH:9]=[CH:8][N:7]=2)[N:3]=[CH:2]1.CS(O[CH2:35][CH2:36][C:37]1[CH:42]=[CH:41][CH:40]=[CH:39][C:38]=1[Cl:43])(=O)=O.C([O-])([O-])=O.[K+].[K+], predict the reaction product. The product is: [Cl:43][C:38]1[CH:39]=[CH:40][CH:41]=[CH:42][C:37]=1[CH2:36][CH2:35][N:1]1[CH:5]=[C:4]([C:6]2[CH:11]=[C:10]([C:12]3[N:13]=[N:14][NH:15][C:16]=3[C:17]([F:19])([F:18])[F:20])[CH:9]=[CH:8][N:7]=2)[N:3]=[CH:2]1. (9) Given the reactants [CH2:1]([N:5]1[CH:9]=[C:8](B2OC(C)(C)C(C)(C)O2)[CH:7]=[N:6]1)[CH:2](C)C.Br[C:20]1[CH:38]=[CH:37][C:23]([C:24]([NH:26][CH2:27][C:28]2[CH:33]=[CH:32][N:31]3[CH:34]=[CH:35][N:36]=[C:30]3[CH:29]=2)=[O:25])=[CH:22][CH:21]=1.Br[C:40]1[CH:46]=[CH:45][C:43]([NH2:44])=C[CH:41]=1, predict the reaction product. The product is: [N:36]1[CH:35]=[CH:34][N:31]2[CH:32]=[CH:33][C:28]([CH2:27][NH:26][C:24](=[O:25])[C:23]3[CH:37]=[CH:38][C:20]([C:46]4[CH2:45][CH2:43][N:44]([C:7]5[CH:8]=[CH:9][N:5]=[C:1]([CH3:2])[N:6]=5)[CH2:41][CH:40]=4)=[CH:21][CH:22]=3)=[CH:29][C:30]=12. (10) Given the reactants [C:1]([O:5][C:6]([NH:8][C@@H:9]([C:20]([OH:22])=[O:21])[CH2:10][C:11]1[C:19]2[C:14](=[CH:15][CH:16]=[CH:17][CH:18]=2)[NH:13][CH:12]=1)=[O:7])([CH3:4])([CH3:3])[CH3:2].[CH2:23](I)[CH3:24], predict the reaction product. The product is: [C:1]([O:5][C:6]([NH:8][C@H:9]([CH2:10][C:11]1[C:19]2[C:14](=[CH:15][CH:16]=[CH:17][CH:18]=2)[N:13]([CH2:23][CH3:24])[CH:12]=1)[C:20]([OH:22])=[O:21])=[O:7])([CH3:4])([CH3:2])[CH3:3].